Predict the product of the given reaction. From a dataset of Forward reaction prediction with 1.9M reactions from USPTO patents (1976-2016). Given the reactants [CH3:1][O:2][CH2:3][C:4]1[N:9]=[CH:8][C:7]([O:10][C:11]2[CH:12]=[C:13]3[C:17](=[C:18]([O:20][CH:21]([CH3:23])[CH3:22])[CH:19]=2)[NH:16][C:15]([C:24]([NH2:26])=O)=[CH:14]3)=[CH:6][CH:5]=1.COC1C=CC(P2(SP(C3C=CC(OC)=CC=3)(=S)S2)=[S:36])=CC=1.[C:49]([O:54][CH2:55][CH3:56])(=[O:53])[C:50]#[C:51][CH3:52].C(P(CCCC)CCCC)CCC, predict the reaction product. The product is: [CH3:1][O:2][CH2:3][C:4]1[N:9]=[CH:8][C:7]([O:10][C:11]2[CH:12]=[C:13]3[C:17](=[C:18]([O:20][CH:21]([CH3:22])[CH3:23])[CH:19]=2)[NH:16][C:15]([C:24]2[S:36][CH:51]([CH2:50][C:49]([O:54][CH2:55][CH3:56])=[O:53])[CH2:52][N:26]=2)=[CH:14]3)=[CH:6][CH:5]=1.